This data is from Reaction yield outcomes from USPTO patents with 853,638 reactions. The task is: Predict the reaction yield, written as a fraction of the theoretical maximum amount of product (1.0 means a 100% yield; for example, 0.34 means a 34% yield). (1) The reactants are [CH3:1][O:2][C:3]1[CH:4]=[C:5]([CH:9]2[CH2:11][O:10]2)[CH:6]=[CH:7][CH:8]=1.[OH:12][C:13]1[CH:20]=[CH:19][C:16]([CH:17]=[O:18])=[CH:15][CH:14]=1.[OH-].[Na+]. The catalyst is C1(C)C=CC=CC=1. The product is [OH:10][CH:9]([C:5]1[CH:6]=[CH:7][CH:8]=[C:3]([O:2][CH3:1])[CH:4]=1)[CH2:11][O:12][C:13]1[CH:20]=[CH:19][C:16]([CH:17]=[O:18])=[CH:15][CH:14]=1. The yield is 0.180. (2) The reactants are [Cl:1][C:2]1[C:7]2OCO[C:6]=2[CH:5]=[C:4]([C:11]2[C:15]([C:16]([F:19])([F:18])[F:17])=[N:14][N:13]([C:20]3[N:25]=[CH:24][CH:23]=[CH:22][N:21]=3)[C:12]=2[NH2:26])[CH:3]=1.CO[CH:29]1[CH2:33][CH2:32][CH:31](OC)O1. The yield is 0.570. The catalyst is C(O)(=O)C. The product is [Cl:1][C:2]1[CH:3]=[C:4]([C:11]2[C:15]([C:16]([F:19])([F:18])[F:17])=[N:14][N:13]([C:20]3[N:25]=[CH:24][CH:23]=[CH:22][N:21]=3)[C:12]=2[N:26]2[CH:29]=[CH:33][CH:32]=[CH:31]2)[CH:5]=[C:6]([C:16]([F:19])([F:18])[F:17])[CH:7]=1. (3) The reactants are [OH:1][C:2]1[CH:3]=[CH:4][CH:5]=[C:6]2[C:11]=1[CH2:10][C:9](=O)[CH2:8][CH2:7]2.[N+:13]([C:16]1[CH:21]=[CH:20][CH:19]=[CH:18][C:17]=1[S:22]([N:25]([CH2:35][C:36]1[CH:41]=[CH:40][CH:39]=[CH:38][N:37]=1)[CH2:26][C:27]1[CH:32]=[CH:31][C:30]([CH2:33][NH2:34])=[CH:29][CH:28]=1)(=[O:24])=[O:23])([O-:15])=[O:14].[BH-](OC(C)=O)(OC(C)=O)OC(C)=O.[Na+]. The catalyst is C(Cl)Cl.C(O)(=O)C. The product is [N+:13]([C:16]1[CH:21]=[CH:20][CH:19]=[CH:18][C:17]=1[S:22]([N:25]([CH2:35][C:36]1[CH:41]=[CH:40][CH:39]=[CH:38][N:37]=1)[CH2:26][C:27]1[CH:32]=[CH:31][C:30]([CH2:33][NH:34][CH:9]2[CH2:8][CH2:7][C:6]3[C:11](=[C:2]([OH:1])[CH:3]=[CH:4][CH:5]=3)[CH2:10]2)=[CH:29][CH:28]=1)(=[O:23])=[O:24])([O-:15])=[O:14]. The yield is 1.00. (4) The reactants are [CH2:1]([C:3]1[N:7]([C:8]2[N:16]=[C:15]3[C:11]([N:12]=[C:13]([CH:18]=O)[N:14]3[CH3:17])=[C:10]([N:20]3[CH2:25][CH2:24][O:23][CH2:22][CH2:21]3)[N:9]=2)[C:6]2[CH:26]=[CH:27][CH:28]=[CH:29][C:5]=2[N:4]=1)[CH3:2].[F:30][C:31]1([F:39])[CH2:34][N:33]([CH:35]2[CH2:38][NH:37][CH2:36]2)[CH2:32]1.C(O[BH-](OC(=O)C)OC(=O)C)(=O)C.[Na+]. The catalyst is ClCCCl. The product is [F:30][C:31]1([F:39])[CH2:34][N:33]([CH:35]2[CH2:38][N:37]([CH2:18][C:13]3[N:14]([CH3:17])[C:15]4[C:11]([N:12]=3)=[C:10]([N:20]3[CH2:21][CH2:22][O:23][CH2:24][CH2:25]3)[N:9]=[C:8]([N:7]3[C:6]5[CH:26]=[CH:27][CH:28]=[CH:29][C:5]=5[N:4]=[C:3]3[CH2:1][CH3:2])[N:16]=4)[CH2:36]2)[CH2:32]1. The yield is 0.780. (5) The reactants are Br[C:2]1[C:10]2[N:9]=[C:8]([CH3:11])[N:7]([CH2:12][C:13]3[CH:18]=[CH:17][CH:16]=[C:15]([C:19]([F:22])([F:21])[F:20])[C:14]=3[CH3:23])[C:6]=2[CH:5]=[C:4]([N:24]2[CH2:29][CH2:28][O:27][CH2:26][CH2:25]2)[CH:3]=1.[O:30]1[CH:34]=[CH:33][CH:32]=[C:31]1B(O)O.C(=O)([O-])[O-].[Na+].[Na+]. The catalyst is COCCOC.O.C1C=CC(P(C2C=CC=CC=2)[C-]2C=CC=C2)=CC=1.C1C=CC(P(C2C=CC=CC=2)[C-]2C=CC=C2)=CC=1.Cl[Pd]Cl.[Fe+2].C(Cl)Cl. The product is [O:30]1[CH:34]=[CH:33][CH:32]=[C:31]1[C:2]1[C:10]2[N:9]=[C:8]([CH3:11])[N:7]([CH2:12][C:13]3[CH:18]=[CH:17][CH:16]=[C:15]([C:19]([F:22])([F:20])[F:21])[C:14]=3[CH3:23])[C:6]=2[CH:5]=[C:4]([N:24]2[CH2:29][CH2:28][O:27][CH2:26][CH2:25]2)[CH:3]=1. The yield is 0.244. (6) The reactants are [CH2:1]([O:4][C:5]1[CH:6]=[C:7]([OH:11])[CH:8]=[CH:9][CH:10]=1)[CH2:2][CH3:3].S(Cl)([Cl:15])(=O)=O. The catalyst is C(Cl)(Cl)Cl. The product is [Cl:15][C:10]1[CH:9]=[CH:8][C:7]([OH:11])=[CH:6][C:5]=1[O:4][CH2:1][CH2:2][CH3:3]. The yield is 0.540. (7) The reactants are [Cl:1][C:2]1[CH:3]=[C:4](F)[C:5]([C:8]([CH3:12])([CH3:11])[CH2:9][NH2:10])=[N:6][CH:7]=1.C(=O)([O-])[O-].[K+].[K+].CN1C(=O)CCC1. The catalyst is O. The product is [Cl:1][C:2]1[CH:3]=[C:4]2[NH:10][CH2:9][C:8]([CH3:12])([CH3:11])[C:5]2=[N:6][CH:7]=1. The yield is 0.710.